This data is from Reaction yield outcomes from USPTO patents with 853,638 reactions. The task is: Predict the reaction yield, written as a fraction of the theoretical maximum amount of product (1.0 means a 100% yield; for example, 0.34 means a 34% yield). (1) The reactants are Br[C:2]1[CH:3]=[C:4]([N:22]([CH3:29])[CH:23]2[CH2:28][CH2:27][O:26][CH2:25][CH2:24]2)[C:5]([CH3:21])=[C:6]([CH:20]=1)[C:7]([NH:9][CH2:10][C:11]1[C:12](=[O:19])[NH:13][C:14]([CH3:18])=[CH:15][C:16]=1[CH3:17])=[O:8].[CH:30]([C:32]1[N:37]=[CH:36][C:35](B(O)O)=[CH:34][CH:33]=1)=[O:31].C([O-])([O-])=O.[Na+].[Na+]. The catalyst is O1CCOCC1.O.O.C1C=CC([P]([Pd]([P](C2C=CC=CC=2)(C2C=CC=CC=2)C2C=CC=CC=2)([P](C2C=CC=CC=2)(C2C=CC=CC=2)C2C=CC=CC=2)[P](C2C=CC=CC=2)(C2C=CC=CC=2)C2C=CC=CC=2)(C2C=CC=CC=2)C2C=CC=CC=2)=CC=1. The product is [CH3:17][C:16]1[CH:15]=[C:14]([CH3:18])[NH:13][C:12](=[O:19])[C:11]=1[CH2:10][NH:9][C:7](=[O:8])[C:6]1[CH:20]=[C:2]([C:35]2[CH:36]=[N:37][C:32]([CH:30]=[O:31])=[CH:33][CH:34]=2)[CH:3]=[C:4]([N:22]([CH3:29])[CH:23]2[CH2:28][CH2:27][O:26][CH2:25][CH2:24]2)[C:5]=1[CH3:21]. The yield is 0.660. (2) The reactants are [F:1][C:2]1[CH:3]=[C:4]2[N:10]=[CH:9][N:8]([CH2:11][C:12]3[CH:23]=[CH:22][C:15]4[N:16]=[C:17](S(C)=O)[S:18][C:14]=4[CH:13]=3)[C:5]2=[N:6][CH:7]=1.Cl.[NH2:25][C@@H:26]1[CH2:31][CH2:30][CH2:29][CH2:28][C@@H:27]1[OH:32].CCN(C(C)C)C(C)C. The catalyst is CC(N(C)C)=O. The product is [F:1][C:2]1[CH:3]=[C:4]2[N:10]=[CH:9][N:8]([CH2:11][C:12]3[CH:23]=[CH:22][C:15]4[N:16]=[C:17]([NH:25][C@@H:26]5[CH2:31][CH2:30][CH2:29][CH2:28][C@@H:27]5[OH:32])[S:18][C:14]=4[CH:13]=3)[C:5]2=[N:6][CH:7]=1. The yield is 0.0700. (3) The reactants are [NH2:1][C:2]1[N:7]2[CH:8]=[C:9]([CH2:11][CH3:12])[N:10]=[C:6]2[C:5]([C:13]([NH:15][CH2:16][CH:17]2[CH2:22][CH2:21][N:20](C(OC(C)(C)C)=O)[CH2:19][CH2:18]2)=[O:14])=[CH:4][C:3]=1[Cl:30].Cl. The yield is 0.450. The product is [NH2:1][C:2]1[N:7]2[CH:8]=[C:9]([CH2:11][CH3:12])[N:10]=[C:6]2[C:5]([C:13]([NH:15][CH2:16][CH:17]2[CH2:22][CH2:21][NH:20][CH2:19][CH2:18]2)=[O:14])=[CH:4][C:3]=1[Cl:30]. The catalyst is CO.Cl.